This data is from Forward reaction prediction with 1.9M reactions from USPTO patents (1976-2016). The task is: Predict the product of the given reaction. (1) The product is: [CH2:1]([N:8]1[CH2:15][C:16]2[N:17]=[CH:18][C:19]([N:23]([CH3:28])[CH:24]([CH3:27])[CH2:25][CH3:26])=[N:20][C:21]=2[O:14][C@@H:10]([CH2:11][O:12][CH3:13])[CH2:9]1)[C:2]1[CH:7]=[CH:6][CH:5]=[CH:4][CH:3]=1. Given the reactants [CH2:1]([N:8]([CH2:15][C:16]1[C:21](Cl)=[N:20][C:19]([N:23]([CH3:28])[CH:24]([CH3:27])[CH2:25][CH3:26])=[CH:18][N:17]=1)[CH2:9][C@@H:10]([OH:14])[CH2:11][O:12][CH3:13])[C:2]1[CH:7]=[CH:6][CH:5]=[CH:4][CH:3]=1.CC(C)([O-])C.[K+].O, predict the reaction product. (2) Given the reactants [F:1][C:2]([F:16])([F:15])/[CH:3]=[CH:4]/[C:5]1[CH:13]=[CH:12][C:8]([C:9]([OH:11])=O)=[C:7]([CH3:14])[CH:6]=1.C(Cl)(=O)C(Cl)=O.[NH2:23][C:24]1[CH:33]=[C:32]2[C:27]([CH:28]=[C:29]([CH:34]([OH:37])[CH2:35][OH:36])[CH:30]=[N:31]2)=[CH:26][CH:25]=1, predict the reaction product. The product is: [OH:37][CH:34]([C:29]1[CH:30]=[N:31][C:32]2[C:27]([CH:28]=1)=[CH:26][CH:25]=[C:24]([NH:23][C:9](=[O:11])[C:8]1[CH:12]=[CH:13][C:5](/[CH:4]=[CH:3]/[C:2]([F:1])([F:16])[F:15])=[CH:6][C:7]=1[CH3:14])[CH:33]=2)[CH2:35][OH:36]. (3) Given the reactants [NH2:1][C:2]1[C:33]([C:34]([F:37])([F:36])[F:35])=[CH:32][C:5]([CH2:6][CH:7]([CH2:11][C:12](=[O:31])[N:13]2[CH2:18][CH2:17][CH:16]([N:19]3[CH2:25][CH2:24][C:23]4[CH:26]=[CH:27][CH:28]=[CH:29][C:22]=4[NH:21][C:20]3=[O:30])[CH2:15][CH2:14]2)[C:8](O)=[O:9])=[CH:4][C:3]=1[Cl:38].C1N=CN(C(N2C=NC=C2)=O)C=1.[BH4-].[Na+].Cl, predict the reaction product. The product is: [NH2:1][C:2]1[C:33]([C:34]([F:35])([F:36])[F:37])=[CH:32][C:5]([CH2:6][CH:7]([CH2:8][OH:9])[CH2:11][C:12]([N:13]2[CH2:18][CH2:17][CH:16]([N:19]3[CH2:25][CH2:24][C:23]4[CH:26]=[CH:27][CH:28]=[CH:29][C:22]=4[NH:21][C:20]3=[O:30])[CH2:15][CH2:14]2)=[O:31])=[CH:4][C:3]=1[Cl:38]. (4) The product is: [Cl:26][C:24]1[CH:25]=[C:20]2[CH:19]=[C:18]([C:16]([NH:15][C@@H:7]([CH2:8][C:9]3[CH:14]=[CH:13][CH:12]=[CH:11][CH:10]=3)[C:6]([OH:28])=[O:5])=[O:17])[NH:27][C:21]2=[CH:22][N:23]=1. Given the reactants [OH-].[Na+].C([O:5][C:6](=[O:28])[C@@H:7]([NH:15][C:16]([C:18]1[NH:27][C:21]2=[CH:22][N:23]=[C:24]([Cl:26])[CH:25]=[C:20]2[CH:19]=1)=[O:17])[CH2:8][C:9]1[CH:14]=[CH:13][CH:12]=[CH:11][CH:10]=1)C, predict the reaction product. (5) The product is: [CH2:1]([O:3][C:4]([C:6]1[C:7]([OH:29])=[C:8]2[CH:14]=[C:13]([C:16]3[CH:21]=[CH:20][CH:19]=[CH:18][CH:17]=3)[N:12]([C:23]3[CH:24]=[CH:25][CH:26]=[CH:27][CH:28]=3)[C:9]2=[CH:10][N:11]=1)=[O:5])[CH3:2]. Given the reactants [CH2:1]([O:3][C:4]([C:6]1[C:7]([OH:29])=[C:8]2[C:14](Br)=[C:13]([C:16]3[CH:21]=[CH:20][C:19](Cl)=[CH:18][CH:17]=3)[N:12]([C:23]3[CH:28]=[CH:27][CH:26]=[CH:25][CH:24]=3)[C:9]2=[CH:10][N:11]=1)=[O:5])[CH3:2], predict the reaction product. (6) The product is: [NH2:20][CH:7]([CH2:6][O:5][C:4]1[CH:31]=[CH:32][C:33]([F:34])=[C:2]([F:1])[CH:3]=1)[CH2:8][NH:9][C:10](=[O:19])[O:11][CH2:12][C:13]1[CH:14]=[CH:15][CH:16]=[CH:17][CH:18]=1. Given the reactants [F:1][C:2]1[CH:3]=[C:4]([CH:31]=[CH:32][C:33]=1[F:34])[O:5][CH2:6][CH:7]([N:20]1C(=O)C2C(=CC=CC=2)C1=O)[CH2:8][NH:9][C:10](=[O:19])[O:11][CH2:12][C:13]1[CH:18]=[CH:17][CH:16]=[CH:15][CH:14]=1.CN, predict the reaction product. (7) Given the reactants [F:1][C:2]1[CH:22]=[C:21]([N:23]2[CH:27]=[CH:26][CH:25]=[N:24]2)[CH:20]=[CH:19][C:3]=1[CH2:4][C:5]1[C:6]([CH3:18])=[C:7]([CH3:17])[C:8]([CH:15]=O)=[C:9]([CH:14]=1)[C:10](OC)=[O:11].Cl.[NH2:29][C@H:30]1[CH2:34][CH2:33][CH2:32][C@@H:31]1[OH:35].C(N(CC)CC)C.S([O-])([O-])(=O)=O.[Mg+2], predict the reaction product. The product is: [F:1][C:2]1[CH:22]=[C:21]([N:23]2[CH:27]=[CH:26][CH:25]=[N:24]2)[CH:20]=[CH:19][C:3]=1[CH2:4][C:5]1[CH:14]=[C:9]2[C:8]([CH2:15][N:29]([C@H:30]3[CH2:34][CH2:33][CH2:32][C@@H:31]3[OH:35])[C:10]2=[O:11])=[C:7]([CH3:17])[C:6]=1[CH3:18]. (8) Given the reactants [F:1][C:2]1[CH:7]=[C:6]([I:8])[CH:5]=[CH:4][C:3]=1[NH:9][C:10]1[C:15]([C:16](O)=[O:17])=[CH:14][N:13]=[C:12]2[N:19]([CH2:22][C:23]3[CH:28]=[CH:27][C:26]([O:29][CH3:30])=[CH:25][CH:24]=3)[N:20]=[CH:21][C:11]=12.[CH:31]([O:33][CH2:34][CH2:35][O:36][NH2:37])=[CH2:32].C1C=CC2N(O)N=NC=2C=1.CCN=C=NCCCN(C)C.CCN(C(C)C)C(C)C, predict the reaction product. The product is: [CH:31]([O:33][CH2:34][CH2:35][O:36][NH:37][C:16]([C:15]1[C:10]([NH:9][C:3]2[CH:4]=[CH:5][C:6]([I:8])=[CH:7][C:2]=2[F:1])=[C:11]2[CH:21]=[N:20][N:19]([CH2:22][C:23]3[CH:24]=[CH:25][C:26]([O:29][CH3:30])=[CH:27][CH:28]=3)[C:12]2=[N:13][CH:14]=1)=[O:17])=[CH2:32]. (9) Given the reactants [Br:1][C:2]1[CH:3]=[N:4][CH:5]=[C:6]([CH:10]=1)[C:7]([OH:9])=O.O.O[N:13]1[C:17]2[CH:18]=[CH:19][CH:20]=[CH:21][C:16]=2[N:15]=N1.Cl.CN(C)[CH2:25][CH2:26]CN=C=NCC.C(N(CC)C(C)C)(C)C.N1C2C=CC=CC=2N=C1C[NH:53][CH2:54][CH2:55][CH2:56][NH:57][CH:58]1[C:67]2[N:66]=[CH:65][CH:64]=[CH:63][C:62]=2[CH2:61][CH2:60][CH2:59]1, predict the reaction product. The product is: [NH:13]1[C:17]2[CH:18]=[CH:19][CH:20]=[CH:21][C:16]=2[N:15]=[C:25]1[CH2:26][N:57]([CH:58]1[C:67]2[N:66]=[CH:65][CH:64]=[CH:63][C:62]=2[CH2:61][CH2:60][CH2:59]1)[CH2:56][CH2:55][CH2:54][NH:53][C:7](=[O:9])[C:6]1[CH:10]=[C:2]([Br:1])[CH:3]=[N:4][CH:5]=1. (10) Given the reactants [C:1]([C:3]1[C:12]2[C:7](=[CH:8][CH:9]=[CH:10][CH:11]=2)[C:6](F)=[CH:5][CH:4]=1)#[N:2].[NH:14]1[CH2:19][CH2:18][CH2:17][CH2:16][CH:15]1[CH2:20][OH:21], predict the reaction product. The product is: [OH:21][CH2:20][CH:15]1[CH2:16][CH2:17][CH2:18][CH2:19][N:14]1[C:6]1[C:7]2[C:12](=[CH:11][CH:10]=[CH:9][CH:8]=2)[C:3]([C:1]#[N:2])=[CH:4][CH:5]=1.